Dataset: Experimentally validated miRNA-target interactions with 360,000+ pairs, plus equal number of negative samples. Task: Binary Classification. Given a miRNA mature sequence and a target amino acid sequence, predict their likelihood of interaction. (1) The miRNA is hsa-miR-6848-5p with sequence UGGGGGCUGGGAUGGGCCAUGGU. The protein sequence of the target gene is MAGLYSLGVSVFSDQGGRKYMEDVTQIVVEPEPAAEDKPAPVPRRALGLPATPTLAGVGPSEKGPAAARDPAPDAAASLPAGRCCRRRSSVAFFAVCDGHGGREAAQFAREHLWGFIKKQKGFTSSEPAKVCAAIRKGFLACHLAMWKKLAEWPKTMTGLPSTSGTTASVVIIRGMKMYVAHVGDSGVVLGIQDDPKDDFVRAVEVTQDHKPELPKERERIEGLGGSVMNKSGVNRVVWKRPRLTHSGPVRRSTVIDQIPFLAVARALGDLWSYDFFSGKFVVSPEPDTSVHTLDPRKHK.... Result: 0 (no interaction). (2) The miRNA is mmu-miR-130b-3p with sequence CAGUGCAAUGAUGAAAGGGCAU. The protein sequence of the target gene is MSRLRALLGLGLLVAGSRVPRIKSQTIACRSGPTWWGPQRLNSGGRWDSEVMASTVVKYLSQEEAQAVDQELFNEYQFSVDQLMELAGLSCATAIAKAYPPTSMSRSPPTVLVICGPGNNGGDGLVCARHLKLFGYEPTIYYPKRPNKPLFTALVTQCQKMDIPFLGEMPAEPMTIDELYELVVDAIFGFSFKGDVREPFHSILSVLKGLTVPIASIDIPSGWDVEKGNAGGIQPDLLISLTAPKKSATQFTGRYHYLGGRFVPPALEKKYQLNLPPYPDTECVYRLQ. Result: 0 (no interaction). (3) The miRNA is mmu-miR-590-3p with sequence UAAUUUUAUGUAUAAGCUAGU. The protein sequence of the target gene is MHSDAAAVNFQLNSHLSTLANIHKIYHTLNKLNLTEDIGQDDHQTGSLRSCSSSDCFNKVMPPRKKRRPASGDDLSAKKSRHDSMYRKYDSTRIKTEEEAFSSKRCLEWFYEYAGTDDVVGPEGMEKFCEDIGVEPENVVMLVLAWKLDAQNMGYFTLQEWLKGMTSLQCDTTEKLRNTLDYLRSFLNDSTNFKLIYRYAFDFAREKDQRSLDINTAKCMLGLLLGKIWPLFPVFHQFLEQSKYKVINKDQWCNVLEFSRTINLDLSNYDEDGAWPVLLDEFVEWYKDKQMS. Result: 0 (no interaction). (4) The miRNA is hsa-miR-206 with sequence UGGAAUGUAAGGAAGUGUGUGG. The protein sequence of the target gene is MMMMALSKTFGQKPVKFQLEDDGEFYMIGSEVGNYLRMFRGSLYKRYPSLWRRLATVEERKKIVASSHGKKTKPNTKDHGYTTLATSVTLLKASEVEEILDGNDEKYKAVSISTEPPTYLREQKAKRNSQWVPTLPNSSHHLDAVPCSTTINRNRMGRDKKRTFPLCFDDHDPAVIHENASQPEVLVPIRLDMEIDGQKLRDAFTWNMNEKLMTPEMFSEILCDDLDLNPLTFVPAIASAIRQQIESYPTDSILEDQSDQRVIIKLNIHVGNISLVDQFEWDMSEKENSPEKFALKLCSE.... Result: 1 (interaction). (5) The miRNA is mmu-miR-467b-5p with sequence GUAAGUGCCUGCAUGUAUAUG. The protein sequence of the target gene is MRSEKSLTLAAPGEVRGPEGEQQDAGDFPEAGGGGGCCSSERLVINISGLRFETQLRTLSLFPDTLLGDPGRRVRFFDPLRNEYFFDRNRPSFDAILYYYQSGGRLRRPVNVPLDIFLEEIRFYQLGDEALAAFREDEGCLPEGGEDEKPLPSQPFQRQVWLLFEYPESSGPARGIAIVSVLVILISIVIFCLETLPQFRVDGRGGNNGGVSRVSPVSRGSQEEEEDEDDSYTFHHGITPGEMGTGGSSSLSTLGGSFFTDPFFLVETLCIVWFTFELLVRFSACPSKPAFFRNIMNIID.... Result: 0 (no interaction). (6) The miRNA is hsa-miR-367-3p with sequence AAUUGCACUUUAGCAAUGGUGA. The protein sequence of the target gene is MNSSSSTMNEEPDALSVVNQLRDLAADPLNRRAIVQDQGCLPGLILFMDHPNPPVVHSALLALRYLAECRANREKMKGELGMMLSLQNVIQKTTTPGETKLLASEIYDILQSSNLADGDSFNEMNSRRRKAQFFLGTTNKRAKTVVLHIDGLDDTSRRNLCEEALLKIKGVISFTFQMAVQRCVVRIRSDLKAEALASAIASTKVMKAQQVVKSESGEEMLVPFQDAPVEVEENTELPDYLPEDESPTKEQDKAVSRVGSHPEGGASWLSTAANFLSRSFYW. Result: 0 (no interaction). (7) The miRNA is hsa-miR-576-3p with sequence AAGAUGUGGAAAAAUUGGAAUC. The protein sequence of the target gene is MATDAALRRLLRLHRTEIAVAVDSAFPLLHALADHDVVPEDKFQETLHLKEKEGCPQAFHALLSWLLTQDSTAILDFWRVLFKDYNLERYGRLQPILDSFPKDVDLSQPRKGRKPPAVPKALVPPPRLPTKRKASEEARAAAPAALTPRGTASPGSQLKAKPPKKPESSAEQQRLPLGNGIQTMSASVQRAVAMSSGDVPGARGAVEGILIQQVFESGGSKKCIQVGGEFYTPSKFEDSGSGKNKARSSSGPKPLVRAKGAQGAAPGGGEARLGQQGSVPAPLALPSDPQLHQKNEDECA.... Result: 1 (interaction).